Binary Classification. Given a miRNA mature sequence and a target amino acid sequence, predict their likelihood of interaction. From a dataset of Experimentally validated miRNA-target interactions with 360,000+ pairs, plus equal number of negative samples. The miRNA is mmu-miR-383-5p with sequence AGAUCAGAAGGUGACUGUGGCU. The protein sequence of the target gene is MSVKGMAIALAVILCATVVQGFPMFKRGRCLCIGPGVKAVKVADIEKASIMYPSNNCDKIEVIITLKENKGQRCLNPKSKQARLIIKKVERKNF. Result: 0 (no interaction).